This data is from TCR-epitope binding with 47,182 pairs between 192 epitopes and 23,139 TCRs. The task is: Binary Classification. Given a T-cell receptor sequence (or CDR3 region) and an epitope sequence, predict whether binding occurs between them. (1) The epitope is VSFIEFVGW. The TCR CDR3 sequence is CSARDGARGNTIYF. Result: 1 (the TCR binds to the epitope). (2) The epitope is GLCTLVAML. The TCR CDR3 sequence is CASSPTGLPGNEQFF. Result: 0 (the TCR does not bind to the epitope). (3) The epitope is GTSGSPIIDK. The TCR CDR3 sequence is CASSYGTGEFYEQYF. Result: 0 (the TCR does not bind to the epitope). (4) The epitope is GTITVEELK. The TCR CDR3 sequence is CASSQDLPGSNQPQHF. Result: 0 (the TCR does not bind to the epitope). (5) The epitope is KRWIIMGLNK. The TCR CDR3 sequence is CASSSFGTGGAGELFF. Result: 0 (the TCR does not bind to the epitope). (6) The epitope is TPINLVRDL. The TCR CDR3 sequence is CSVEGSSGRTRTYNEQFF. Result: 1 (the TCR binds to the epitope). (7) The epitope is FRYMNSQGL. The TCR CDR3 sequence is CASSVRQEGTYNSPLHF. Result: 0 (the TCR does not bind to the epitope). (8) The epitope is LPAADLDDF. The TCR CDR3 sequence is CASSQGLRGEQYF. Result: 1 (the TCR binds to the epitope). (9) The epitope is TPINLVRDL. The TCR CDR3 sequence is CASSQEGTGWRGEQYF. Result: 0 (the TCR does not bind to the epitope).